This data is from Catalyst prediction with 721,799 reactions and 888 catalyst types from USPTO. The task is: Predict which catalyst facilitates the given reaction. (1) The catalyst class is: 732. Product: [C:12]([N:8]1[C:9]2[C:4](=[C:3]([O:16][C:23]3[CH:24]=[CH:25][C:20]([C:17]([NH2:18])=[O:19])=[CH:21][CH:22]=3)[C:2]([Br:1])=[CH:11][CH:10]=2)[CH2:5][CH2:6][C@@H:7]1[CH3:15])(=[O:14])[CH3:13]. Reactant: [Br:1][C:2]1[C:3]([OH:16])=[C:4]2[C:9](=[CH:10][CH:11]=1)[N:8]([C:12](=[O:14])[CH3:13])[C@@H:7]([CH3:15])[CH2:6][CH2:5]2.[C:17]([C:20]1[CH:25]=[CH:24][C:23](B(O)O)=[CH:22][CH:21]=1)(=[O:19])[NH2:18].N1C=CC=CC=1. (2) Reactant: [CH3:1][O:2][C:3]1[N:8]=[C:7]([O:9][S:10]([C:13]([F:16])([F:15])[F:14])(=[O:12])=[O:11])[CH:6]=[C:5](S(C(F)(F)F)(=O)=O)[N:4]=1.[F:24][C:25]([F:37])([F:36])[O:26][C:27]1[CH:32]=[CH:31][C:30]([CH2:33][CH2:34][NH2:35])=[CH:29][CH:28]=1. Product: [CH3:1][O:2][C:3]1[N:8]=[C:7]([O:9][S:10]([C:13]([F:14])([F:15])[F:16])(=[O:11])=[O:12])[CH:6]=[C:5]([NH:35][CH2:34][CH2:33][C:30]2[CH:29]=[CH:28][C:27]([O:26][C:25]([F:24])([F:36])[F:37])=[CH:32][CH:31]=2)[N:4]=1. The catalyst class is: 2. (3) The catalyst class is: 2. Product: [CH3:1][N:2]([C:12]([C:10]1[CH:9]=[CH:8][N:7]=[C:6]([S:5][CH3:4])[N:11]=1)=[O:13])[NH2:3]. Reactant: [CH3:1][NH:2][NH2:3].[CH3:4][S:5][C:6]1[N:11]=[C:10]([C:12](Cl)=[O:13])[CH:9]=[CH:8][N:7]=1. (4) Reactant: Br[CH2:2][C:3]1[N:12]=[CH:11][C:10]2[C:5](=[CH:6][CH:7]=[CH:8][CH:9]=2)[N:4]=1.[C:13]([N:20]1[CH2:25][CH2:24][NH:23][CH2:22][CH2:21]1)([O:15][C:16]([CH3:19])([CH3:18])[CH3:17])=[O:14].[C:26]([O-])([O-])=O.[K+].[K+].[I-].[Na+]. Product: [N:4]1[C:5]2[C:10](=[CH:9][CH:8]=[CH:7][CH:6]=2)[CH:11]=[N:12][C:3]=1[CH:2]([N:23]1[CH2:22][CH2:21][N:20]([C:13]([O:15][C:16]([CH3:19])([CH3:18])[CH3:17])=[O:14])[CH2:25][CH2:24]1)[CH3:26]. The catalyst class is: 10. (5) Reactant: [Br:1][C:2]1[CH:3]=[CH:4][C:5]([CH2:18][O:19][Si:20]([CH:27]([CH3:29])[CH3:28])([CH:24]([CH3:26])[CH3:25])[CH:21]([CH3:23])[CH3:22])=[C:6]([CH:8]([C:10]2[CH:15]=[CH:14][C:13]([CH2:16][CH3:17])=[CH:12][CH:11]=2)[OH:9])[CH:7]=1.N1C(C)=CC=CC=1C.[Si:38](OS(C(F)(F)F)(=O)=O)([CH:45]([CH3:47])[CH3:46])([CH:42]([CH3:44])[CH3:43])[CH:39]([CH3:41])[CH3:40]. Product: [Br:1][C:2]1[CH:3]=[CH:4][C:5]([CH2:18][O:19][Si:20]([CH:21]([CH3:22])[CH3:23])([CH:27]([CH3:28])[CH3:29])[CH:24]([CH3:26])[CH3:25])=[C:6]([CH:8]([C:10]2[CH:15]=[CH:14][C:13]([CH2:16][CH3:17])=[CH:12][CH:11]=2)[O:9][Si:38]([CH:45]([CH3:47])[CH3:46])([CH:42]([CH3:44])[CH3:43])[CH:39]([CH3:41])[CH3:40])[CH:7]=1. The catalyst class is: 4. (6) Reactant: [F:1][C:2]1[CH:3]=[C:4]([C:8]#[C:9][CH2:10]O)[CH:5]=[CH:6][CH:7]=1.N1C=CC=CC=1.[Br:18]P(Br)Br. Product: [Br:18][CH2:10][C:9]#[C:8][C:4]1[CH:5]=[CH:6][CH:7]=[C:2]([F:1])[CH:3]=1. The catalyst class is: 27. (7) Reactant: [NH:1]1[C:9]2[C:4](=[CH:5][CH:6]=[CH:7][CH:8]=2)[CH:3]([C:10]([OH:12])=[O:11])[CH2:2]1.O.CCN(C(C)C)C(C)C.[CH3:23][CH:24]([CH3:30])[CH2:25][S:26](Cl)(=[O:28])=[O:27]. Product: [CH2:25]([S:26]([N:1]1[C:9]2[C:4](=[CH:5][CH:6]=[CH:7][CH:8]=2)[CH:3]([C:10]([OH:12])=[O:11])[CH2:2]1)(=[O:28])=[O:27])[CH:24]([CH3:30])[CH3:23]. The catalyst class is: 3. (8) Reactant: [O:1]1[CH2:6][CH2:5][CH2:4][CH2:3][CH:2]1[O:7][CH2:8][CH2:9][C:10]1[CH:11]=[CH:12][C:13]([C:16]2[N:17]=[C:18]([C:21]([C:23]3[CH:40]=[CH:39][C:26]4[N:27]([CH2:31][O:32][CH2:33][CH2:34][Si:35]([CH3:38])([CH3:37])[CH3:36])[C:28](=[O:30])[S:29][C:25]=4[CH:24]=3)=[O:22])[S:19][CH:20]=2)=[N:14][CH:15]=1.[CH3:41][Mg]Br.C(OCC)C. Product: [OH:22][C:21]([C:23]1[CH:40]=[CH:39][C:26]2[N:27]([CH2:31][O:32][CH2:33][CH2:34][Si:35]([CH3:36])([CH3:38])[CH3:37])[C:28](=[O:30])[S:29][C:25]=2[CH:24]=1)([C:18]1[S:19][CH:20]=[C:16]([C:13]2[CH:12]=[CH:11][C:10]([CH2:9][CH2:8][O:7][CH:2]3[CH2:3][CH2:4][CH2:5][CH2:6][O:1]3)=[CH:15][N:14]=2)[N:17]=1)[CH3:41]. The catalyst class is: 7. (9) Reactant: [F:1][C:2]1[CH:7]=[C:6]([F:8])[CH:5]=[CH:4][C:3]=1[OH:9].C1(C)C=CC=CC=1.C(N(CC)CC)C.[CH3:24][S:25](Cl)(=[O:27])=[O:26]. Product: [CH3:24][S:25]([O:9][C:3]1[CH:4]=[CH:5][C:6]([F:8])=[CH:7][C:2]=1[F:1])(=[O:27])=[O:26]. The catalyst class is: 6.